The task is: Regression. Given a peptide amino acid sequence and an MHC pseudo amino acid sequence, predict their binding affinity value. This is MHC class I binding data.. This data is from Peptide-MHC class I binding affinity with 185,985 pairs from IEDB/IMGT. (1) The peptide sequence is ARIDARIDF. The MHC is HLA-B48:01 with pseudo-sequence HLA-B48:01. The binding affinity (normalized) is 0.0847. (2) The peptide sequence is KTQFNYFKK. The MHC is HLA-A68:01 with pseudo-sequence HLA-A68:01. The binding affinity (normalized) is 0.265. (3) The peptide sequence is HTSSMRGVYY. The MHC is HLA-A01:01 with pseudo-sequence HLA-A01:01. The binding affinity (normalized) is 0.624.